Dataset: Full USPTO retrosynthesis dataset with 1.9M reactions from patents (1976-2016). Task: Predict the reactants needed to synthesize the given product. Given the product [O:23]=[C:22]1[NH:1][C:2]2=[N:3][CH:4]=[CH:5][CH:6]=[C:7]2[N:8]1[CH:9]1[CH2:10][CH2:11][N:12]([C:15]([O:17][C:18]([CH3:21])([CH3:20])[CH3:19])=[O:16])[CH2:13][CH2:14]1, predict the reactants needed to synthesize it. The reactants are: [NH2:1][C:2]1[C:7]([NH:8][CH:9]2[CH2:14][CH2:13][N:12]([C:15]([O:17][C:18]([CH3:21])([CH3:20])[CH3:19])=[O:16])[CH2:11][CH2:10]2)=[CH:6][CH:5]=[CH:4][N:3]=1.[C:22](C1NC=CN=1)(C1NC=CN=1)=[O:23].C(OC(C)C)(=O)C.